This data is from Catalyst prediction with 721,799 reactions and 888 catalyst types from USPTO. The task is: Predict which catalyst facilitates the given reaction. (1) Reactant: [CH3:1][O:2][C:3]([C:5]1[S:6][C:7]([N:22]=[N+]=[N-])=[C:8]([C:20]#[N:21])[C:9]=1[C:10]1[CH:15]=[CH:14][CH:13]=[CH:12][C:11]=1C(C)(C)C)=[O:4]. Product: [CH3:1][O:2][C:3]([C:5]1[S:6][C:7]([NH2:22])=[C:8]([C:20]#[N:21])[C:9]=1[C:10]1[CH:11]=[CH:12][C:13]([C:8]([CH3:20])([CH3:9])[CH3:7])=[CH:14][CH:15]=1)=[O:4]. The catalyst class is: 1. (2) Reactant: [CH3:1][O:2][C:3]([C:5]1[CH:6]=[C:7]2[C:11](=[CH:12][CH:13]=1)[CH2:10][NH:9][CH2:8]2)=[O:4].C(N(CC)CC)C.Cl[C:22]([O:24][CH2:25][C:26]([Cl:29])([Cl:28])[Cl:27])=[O:23]. Product: [Cl:27][C:26]([Cl:29])([Cl:28])[CH2:25][O:24][C:22]([N:9]1[CH2:8][C:7]2[C:11](=[CH:12][CH:13]=[C:5]([C:3]([O:2][CH3:1])=[O:4])[CH:6]=2)[CH2:10]1)=[O:23]. The catalyst class is: 1. (3) Reactant: C[O:2][C:3]([C:5]1[N:6]=[C:7]2[CH:12]=[CH:11][C:10]([Cl:13])=[N:9][N:8]2[C:14]=1[CH3:15])=[O:4].O.[OH-].[Li+]. Product: [Cl:13][C:10]1[CH:11]=[CH:12][C:7]2[N:8]([C:14]([CH3:15])=[C:5]([C:3]([OH:4])=[O:2])[N:6]=2)[N:9]=1. The catalyst class is: 20. (4) Reactant: [Cl:1][C:2]1[CH:10]=[CH:9][C:8]([S:11](Cl)(=[O:13])=[O:12])=[CH:7][C:3]=1[C:4]([OH:6])=[O:5].[OH-].[Na+].[CH2:17]([N:19]1[CH2:24][CH2:23][NH:22][CH2:21][CH2:20]1)[CH3:18]. Product: [Cl:1][C:2]1[CH:10]=[CH:9][C:8]([S:11]([N:22]2[CH2:23][CH2:24][N:19]([CH2:17][CH3:18])[CH2:20][CH2:21]2)(=[O:13])=[O:12])=[CH:7][C:3]=1[C:4]([OH:6])=[O:5]. The catalyst class is: 6. (5) Reactant: [CH3:1][C:2]1[C:6]2[CH:7]=[CH:8][C:9]([C:11]([F:14])([F:13])[F:12])=[CH:10][C:5]=2[S:4][C:3]=1[CH:15]([OH:26])[CH2:16][CH2:17][O:18][CH2:19][C:20]1[CH:25]=[CH:24][CH:23]=[CH:22][CH:21]=1.[H-].[Na+].[CH2:29](Br)[CH:30]=[CH2:31].Cl. Product: [CH3:1][C:2]1[C:6]2[CH:7]=[CH:8][C:9]([C:11]([F:12])([F:13])[F:14])=[CH:10][C:5]=2[S:4][C:3]=1[CH:15]([O:26][CH2:31][CH:30]=[CH2:29])[CH2:16][CH2:17][O:18][CH2:19][C:20]1[CH:25]=[CH:24][CH:23]=[CH:22][CH:21]=1. The catalyst class is: 20. (6) Reactant: [CH2:1]([O:3][C:4](=[O:26])[C:5]1[CH:10]=[C:9]([Cl:11])[C:8]([N:12]2[CH2:17][CH2:16][N:15]([C:18]3[CH:23]=[C:22](Cl)[N:21]=[CH:20][N:19]=3)[C@H:14]([CH3:25])[CH2:13]2)=[N:7][CH:6]=1)[CH3:2].[Cl:27][C:28]1[CH:29]=[C:30](B(O)O)[CH:31]=[CH:32][C:33]=1[F:34].[O-]P([O-])([O-])=O.[K+].[K+].[K+]. Product: [CH2:1]([O:3][C:4](=[O:26])[C:5]1[CH:10]=[C:9]([Cl:11])[C:8]([N:12]2[CH2:17][CH2:16][N:15]([C:18]3[CH:23]=[C:22]([C:30]4[CH:31]=[CH:32][C:33]([F:34])=[C:28]([Cl:27])[CH:29]=4)[N:21]=[CH:20][N:19]=3)[C@H:14]([CH3:25])[CH2:13]2)=[N:7][CH:6]=1)[CH3:2]. The catalyst class is: 77.